This data is from Reaction yield outcomes from USPTO patents with 853,638 reactions. The task is: Predict the reaction yield, written as a fraction of the theoretical maximum amount of product (1.0 means a 100% yield; for example, 0.34 means a 34% yield). (1) The reactants are [NH2:1][C:2]1[C:3]2[NH:10][CH:9]=[C:8]([C@@H:11]3[N:15](C(OC(C)(C)C)=O)[C@H:14]([CH2:23][O:24][C:25](=[O:38])[CH:26]([NH:30]C(OC(C)(C)C)=O)[CH:27]([CH3:29])[CH3:28])[C@H:13]4[O:39]C(C)(C)[O:41][C@@H:12]34)[C:4]=2[N:5]=[CH:6][N:7]=1.B(Cl)(Cl)[Cl:45]. The catalyst is C(O)(C(F)(F)F)=O. The product is [ClH:45].[NH2:30][C@@H:26]([CH:27]([CH3:29])[CH3:28])[C:25]([O:24][CH2:23][C@@H:14]1[C@@H:13]([OH:39])[C@@H:12]([OH:41])[C@H:11]([C:8]2[C:4]3[N:5]=[CH:6][N:7]=[C:2]([NH2:1])[C:3]=3[NH:10][CH:9]=2)[NH:15]1)=[O:38]. The yield is 0.760. (2) The reactants are [BH4-].[Na+].[C:3]([C:6]1[S:7][CH:8]=[C:9]([C:11]([NH:13][C@@H:14]([CH3:31])[CH2:15][N:16]2[CH:20]=[CH:19][C:18]([C:21]3[CH:26]=[CH:25][C:24]([C:27]#[N:28])=[C:23]([Cl:29])[C:22]=3[CH3:30])=[N:17]2)=[O:12])[N:10]=1)(=[O:5])[CH3:4]. The catalyst is O.C(O)C. The product is [Cl:29][C:23]1[C:22]([CH3:30])=[C:21]([C:18]2[CH:19]=[CH:20][N:16]([CH2:15][C@@H:14]([NH:13][C:11]([C:9]3[N:10]=[C:6]([CH:3]([OH:5])[CH3:4])[S:7][CH:8]=3)=[O:12])[CH3:31])[N:17]=2)[CH:26]=[CH:25][C:24]=1[C:27]#[N:28]. The yield is 0.681. (3) The reactants are [CH2:1]([N:8]1[CH2:13][CH2:12][CH:11]([N:14]2[CH:18]=[CH:17][C:16]([C:19]3[CH:24]=[CH:23][C:22]([F:25])=[CH:21][CH:20]=3)=[C:15]2[C:26]2[CH:31]=[CH:30][N:29]=[C:28](F)[CH:27]=2)[CH2:10][CH2:9]1)[C:2]1[CH:7]=[CH:6][CH:5]=[CH:4][CH:3]=1.[CH3:33][NH2:34]. The yield is 0.600. The product is [CH2:1]([N:8]1[CH2:13][CH2:12][CH:11]([N:14]2[CH:18]=[CH:17][C:16]([C:19]3[CH:20]=[CH:21][C:22]([F:25])=[CH:23][CH:24]=3)=[C:15]2[C:26]2[CH:31]=[CH:30][N:29]=[C:28]([NH:34][CH3:33])[CH:27]=2)[CH2:10][CH2:9]1)[C:2]1[CH:7]=[CH:6][CH:5]=[CH:4][CH:3]=1. The catalyst is O1CCCC1. (4) The reactants are [Cl:1][C:2]1[CH:7]=[CH:6][C:5]([C:8]2([C:14](=[O:16])[CH3:15])[CH2:13][CH2:12][NH:11][CH2:10][CH2:9]2)=[CH:4][CH:3]=1.C(N(CC)CC)C.[C:24](O[C:24]([O:26][C:27]([CH3:30])([CH3:29])[CH3:28])=[O:25])([O:26][C:27]([CH3:30])([CH3:29])[CH3:28])=[O:25]. The catalyst is ClCCl. The product is [C:27]([O:26][C:24]([N:11]1[CH2:12][CH2:13][C:8]([C:14](=[O:16])[CH3:15])([C:5]2[CH:6]=[CH:7][C:2]([Cl:1])=[CH:3][CH:4]=2)[CH2:9][CH2:10]1)=[O:25])([CH3:30])([CH3:29])[CH3:28]. The yield is 0.670. (5) The reactants are [O:1]=[C:2]1[CH2:6][CH:5]([C:7]([OH:9])=[O:8])[CH2:4][N:3]1[C@@H:10]([C:12]1[CH:17]=[CH:16][CH:15]=[CH:14][CH:13]=1)[CH3:11]. The catalyst is ClCCl. The product is [O:1]=[C:2]1[CH2:6][CH:5]([C:7]([O:9][C:5]([CH3:7])([CH3:6])[CH3:4])=[O:8])[CH2:4][N:3]1[C@@H:10]([C:12]1[CH:13]=[CH:14][CH:15]=[CH:16][CH:17]=1)[CH3:11]. The yield is 0.640. (6) The reactants are [NH2:1][C:2]1[CH:3]=[C:4]([CH:21]=[CH:22][C:23]=1[CH3:24])[O:5][C:6]1[CH:7]=[CH:8][C:9]2[N:10]([CH:12]=[C:13]([NH:15][C:16]([CH:18]3[CH2:20][CH2:19]3)=[O:17])[N:14]=2)[N:11]=1.[CH:25]1([C:30](Cl)=[O:31])[CH2:29][CH2:28][CH2:27][CH2:26]1. The catalyst is CN(C)C(=O)C. The product is [CH:18]1([C:16]([NH:15][C:13]2[N:14]=[C:9]3[CH:8]=[CH:7][C:6]([O:5][C:4]4[CH:21]=[CH:22][C:23]([CH3:24])=[C:2]([NH:1][C:30]([CH:25]5[CH2:29][CH2:28][CH2:27][CH2:26]5)=[O:31])[CH:3]=4)=[N:11][N:10]3[CH:12]=2)=[O:17])[CH2:20][CH2:19]1. The yield is 0.460. (7) The reactants are [OH-].[Na+].[Cl:3][C:4]1[N:9]=[C:8]([N:10]2[CH2:15][CH2:14][O:13][CH2:12][C@H:11]2[CH3:16])[CH:7]=[C:6]([CH2:17][S:18]([CH3:21])(=[O:20])=[O:19])[N:5]=1.Br[CH2:23][CH2:24][O:25][CH2:26][CH2:27]Br. The catalyst is [Br-].C([N+](CCCC)(CCCC)CCCC)CCC.C(Cl)Cl. The product is [Cl:3][C:4]1[N:9]=[C:8]([N:10]2[CH2:15][CH2:14][O:13][CH2:12][C@H:11]2[CH3:16])[CH:7]=[C:6]([C:17]2([S:18]([CH3:21])(=[O:20])=[O:19])[CH2:27][CH2:26][O:25][CH2:24][CH2:23]2)[N:5]=1. The yield is 0.570. (8) The reactants are C(OC([NH:8][N:9]1[C:13]([C:14]#[N:15])=[CH:12][CH:11]=[C:10]1[CH:16]1[CH2:19][N:18]([C:20]([O:22][CH2:23][C:24]2[CH:29]=[CH:28][CH:27]=[CH:26][CH:25]=2)=[O:21])[CH2:17]1)=O)(C)(C)C.C([O-])([O-])=O.[Na+].[Na+]. The catalyst is CO.O1CCOCC1. The product is [NH2:8][N:9]1[C:13]([C:14]#[N:15])=[CH:12][CH:11]=[C:10]1[CH:16]1[CH2:17][N:18]([C:20]([O:22][CH2:23][C:24]2[CH:29]=[CH:28][CH:27]=[CH:26][CH:25]=2)=[O:21])[CH2:19]1. The yield is 0.960.